Dataset: Full USPTO retrosynthesis dataset with 1.9M reactions from patents (1976-2016). Task: Predict the reactants needed to synthesize the given product. Given the product [CH2:33]([O:32][CH2:31][C@H:13]([NH:12][C:9](=[O:11])[CH2:8][C:4]1[CH:3]=[N:2][CH:7]=[CH:6][CH:5]=1)[C:14]([NH:16][C:17]1[CH:22]=[CH:21][C:20]([O:23][C:24]2[CH:29]=[CH:28][C:27]([F:30])=[CH:26][CH:25]=2)=[CH:19][CH:18]=1)=[O:15])[C:34]1[CH:39]=[CH:38][CH:37]=[CH:36][CH:35]=1, predict the reactants needed to synthesize it. The reactants are: Cl.[N:2]1[CH:7]=[CH:6][CH:5]=[C:4]([CH2:8][C:9]([OH:11])=O)[CH:3]=1.[NH2:12][C@@H:13]([CH2:31][O:32][CH2:33][C:34]1[CH:39]=[CH:38][CH:37]=[CH:36][CH:35]=1)[C:14]([NH:16][C:17]1[CH:22]=[CH:21][C:20]([O:23][C:24]2[CH:29]=[CH:28][C:27]([F:30])=[CH:26][CH:25]=2)=[CH:19][CH:18]=1)=[O:15].